Dataset: Forward reaction prediction with 1.9M reactions from USPTO patents (1976-2016). Task: Predict the product of the given reaction. (1) Given the reactants C([O:8][C:9]1[C:14]([F:15])=[CH:13][C:12](/[CH:16]=[C:17](\[CH3:23])/[C:18]([O:20][CH2:21][CH3:22])=[O:19])=[CH:11][C:10]=1[F:24])C1C=CC=CC=1.[H][H], predict the reaction product. The product is: [F:15][C:14]1[CH:13]=[C:12]([CH2:16][CH:17]([CH3:23])[C:18]([O:20][CH2:21][CH3:22])=[O:19])[CH:11]=[C:10]([F:24])[C:9]=1[OH:8]. (2) Given the reactants [F:1][C:2]1[CH:3]=[C:4]([NH:8][C:9]([C:11]2[NH:12][C:13](C3C4C(=CC=C([N+]([O-])=O)C=4)NN=3)=[CH:14][CH:15]=2)=[O:10])[CH:5]=[CH:6][CH:7]=1.[F:28][C:29]1[CH:37]=[C:36]([F:38])[CH:35]=[CH:34][C:30]=1[C:31](Cl)=[O:32].[Sn](Cl)(Cl)(Cl)Cl, predict the reaction product. The product is: [F:1][C:2]1[CH:3]=[C:4]([NH:8][C:9]([C:11]2[NH:12][C:13]([C:31](=[O:32])[C:30]3[CH:34]=[CH:35][C:36]([F:38])=[CH:37][C:29]=3[F:28])=[CH:14][CH:15]=2)=[O:10])[CH:5]=[CH:6][CH:7]=1. (3) Given the reactants Br[C:2]1[C:10]2[C:6](=[N:7][O:8][N:9]=2)[CH:5]=[C:4]([Br:11])[CH:3]=1.[NH:12]1[CH2:16][CH2:15][CH2:14][CH2:13]1.CCN(C(C)C)C(C)C, predict the reaction product. The product is: [Br:11][C:4]1[CH:3]=[C:2]([N:12]2[CH2:16][CH2:15][CH2:14][CH2:13]2)[C:10]2[C:6]([CH:5]=1)=[N:7][O:8][N:9]=2. (4) Given the reactants [CH2:1]([OH:4])[CH2:2][OH:3].[H-].[Na+].[Cl:7][C:8]1[CH:13]=[CH:12][C:11]([C:14]([C:41]2[CH:46]=[CH:45][C:44]([Cl:47])=[CH:43][CH:42]=2)([OH:40])[C:15]2[CH:16]=[C:17]3[C:22](=[CH:23][CH:24]=2)[N:21]=[C:20](Cl)[N:19]=[C:18]3[NH:26][CH:27]2[CH2:32][CH2:31][N:30]([C:33]([O:35][C:36]([CH3:39])([CH3:38])[CH3:37])=[O:34])[CH2:29][CH2:28]2)=[CH:10][CH:9]=1, predict the reaction product. The product is: [Cl:7][C:8]1[CH:13]=[CH:12][C:11]([C:14]([C:41]2[CH:42]=[CH:43][C:44]([Cl:47])=[CH:45][CH:46]=2)([OH:40])[C:15]2[CH:16]=[C:17]3[C:22](=[CH:23][CH:24]=2)[N:21]=[C:20]([O:3][CH2:2][CH2:1][OH:4])[N:19]=[C:18]3[NH:26][CH:27]2[CH2:32][CH2:31][N:30]([C:33]([O:35][C:36]([CH3:38])([CH3:37])[CH3:39])=[O:34])[CH2:29][CH2:28]2)=[CH:10][CH:9]=1. (5) Given the reactants [CH3:1][O:2][C:3]([C:5]1[CH:6]=[CH:7][CH:8]=[C:9]2[C:14]=1[NH:13][CH:12]([C:15]1[CH:20]=[CH:19][CH:18]=[C:17](Br)[CH:16]=1)[CH2:11][C:10]2([CH3:23])[CH3:22])=[O:4].[NH:24]1[CH2:29][CH2:28][O:27][CH2:26][CH2:25]1.Cl.CN(C)CC(O)=O.C(=O)([O-])[O-].[K+].[K+], predict the reaction product. The product is: [CH3:1][O:2][C:3]([C:5]1[CH:6]=[CH:7][CH:8]=[C:9]2[C:14]=1[NH:13][CH:12]([C:15]1[CH:20]=[CH:19][CH:18]=[C:17]([N:24]3[CH2:29][CH2:28][O:27][CH2:26][CH2:25]3)[CH:16]=1)[CH2:11][C:10]2([CH3:23])[CH3:22])=[O:4]. (6) Given the reactants [C:1]([O:5][C:6]([N:8]1[C:13]2[CH:14]=[C:15]([Cl:21])[C:16]([NH:18][C:19]#[N:20])=[CH:17][C:12]=2[O:11][CH:10]([C:22](=[O:41])[N:23]([CH2:25][CH2:26][C:27]([C:39]#[N:40])([CH2:37][CH3:38])[CH2:28]/[C:29](/[CH:35]=[CH2:36])=[CH:30]/[CH:31]=[C:32](/[F:34])\[CH3:33])[CH3:24])[CH2:9]1)=[O:7])([CH3:4])([CH3:3])[CH3:2].[C:42]([O-])([O-])=O.[K+].[K+].CI, predict the reaction product. The product is: [C:1]([O:5][C:6]([N:8]1[C:13]2[CH:14]=[C:15]([Cl:21])[C:16]([N:18]([C:19]#[N:20])[CH3:42])=[CH:17][C:12]=2[O:11][CH:10]([C:22](=[O:41])[N:23]([CH2:25][CH2:26][C:27]([C:39]#[N:40])([CH2:37][CH3:38])[CH2:28]/[C:29](/[CH:35]=[CH2:36])=[CH:30]/[CH:31]=[C:32](/[F:34])\[CH3:33])[CH3:24])[CH2:9]1)=[O:7])([CH3:2])([CH3:3])[CH3:4]. (7) The product is: [Cl:1][C:2]1[CH:7]=[C:6]([Cl:8])[CH:5]=[CH:4][C:3]=1[C:9]1[C:10]2[N:11]([C:15]([C:20](=[O:22])[CH2:21][CH2:23][CH3:24])=[C:16]([CH2:18][CH3:19])[N:17]=2)[CH:12]=[CH:13][N:14]=1. Given the reactants [Cl:1][C:2]1[CH:7]=[C:6]([Cl:8])[CH:5]=[CH:4][C:3]=1[C:9]1[C:10]2[N:11]([C:15]([CH:20]([OH:22])[CH3:21])=[C:16]([CH2:18][CH3:19])[N:17]=2)[CH:12]=[CH:13][N:14]=1.[CH2:23]([Mg]Cl)[CH2:24]C.C(OCC)C.CO.C(Cl)Cl, predict the reaction product.